From a dataset of Forward reaction prediction with 1.9M reactions from USPTO patents (1976-2016). Predict the product of the given reaction. Given the reactants Cl.[CH2:2]([O:4][C:5](=[O:10])[C@H:6]([CH2:8][SH:9])[NH2:7])[CH3:3].[C:11](Cl)([C:24]1[CH:29]=[CH:28][CH:27]=[CH:26][CH:25]=1)([C:18]1[CH:23]=[CH:22][CH:21]=[CH:20][CH:19]=1)[C:12]1[CH:17]=[CH:16][CH:15]=[CH:14][CH:13]=1, predict the reaction product. The product is: [CH2:2]([O:4][C:5](=[O:10])[C@H:6]([CH2:8][S:9][C:11]([C:12]1[CH:17]=[CH:16][CH:15]=[CH:14][CH:13]=1)([C:24]1[CH:25]=[CH:26][CH:27]=[CH:28][CH:29]=1)[C:18]1[CH:19]=[CH:20][CH:21]=[CH:22][CH:23]=1)[NH2:7])[CH3:3].